From a dataset of B-cell epitopes from IEDB database with 3,159 antigens for binding position prediction. Token-level Classification. Given an antigen amino acid sequence, predict which amino acid positions are active epitope sites capable of antibody binding. Output is a list of indices for active positions. (1) Given the antigen sequence: MRYVASYLLAALGGNSSPSAKDIKKILDSVGIEADDDRLNKVISELNGKNIEDVIAQGIGKLASVPAGGAVAVSAAPGSAAPAAGSAPAAAEEKKDEKKEESEESDDDMGFGLFD, which amino acid positions are active epitope sites? The epitope positions are: [0, 1, 2, 3, 4, 5, 6, 7, 8, 9, 10, 11, 12, 13, 14]. The amino acids at these positions are: MRYVASYLLAALGGN. (2) Given the antigen sequence: MKLNKLAMFAIASMAFSATVAQAASGDGTITFTGKVIDAPCGIATESANQAIDFGQISKSLLEKDGISQVKQIPIKLVNCDLTKAGSDTGAAGSYKGVKVTFNGNTITGATEELATTGNTGTAIVISGTTTGSMVKFNEAGELQALGNNDNTLMYTAWAKKATNGTIAEGEFNATTNFTLAYE, which amino acid positions are active epitope sites? The epitope positions are: [22, 23, 24, 25, 26, 27, 28, 29, 30, 31, 32, 33, 34, 35, 36, 37, 38, 39, 40, 41]. The amino acids at these positions are: AASGDGTITFTGKVIDAPCG. (3) The epitope positions are: [187, 188, 189, 190, 191]. The amino acids at these positions are: IENLH. Given the antigen sequence: SLSRPSLPSCLCSFLLLLLLQVSSSYAGQFRVIGPRHPIRALVGDEVELPCRISPGKNATGMEVGWYRPPFSRVVHLYRNGKDQDGDQAPEYRGRTELLKDAIGEGKVTLRIRNVRFSDEGGFTCFFRDHSYQEEAAMELKVEDPFYWVSPGVLVLLAVLPVLLLQITLGLVFLCLQYRLRGKLRAEIENLHRTFVFHLEALSG, which amino acid positions are active epitope sites? (4) The epitope positions are: [75, 76, 77, 78, 79, 80, 81]. The amino acids at these positions are: KAQHGRP. Given the antigen sequence: MASQKRPSQRHGSKYLASASTMDHARHGFLPRHRDTGILDSLGRFFGADRGAPKRGSGKDGHHAARTTHYGSLPQKAQHGRPQDENPVVHFFKNIVTPRTPPPSQGKGRGLSLSRFSWGAEGQKPGFGYGGRAPDYKPAHKGLKGAQDAQGTLSKIFKLGGRDSRSGSPMARR, which amino acid positions are active epitope sites? (5) Given the antigen sequence: MSWQTYVDEHLMCDIDGQASNSLASAIVGHDGSVWAQSSSFPQFKPQEITGIMKDFEEPGHLAPTGLHLGGIKYMVIQGEAGAVIRGKKGSGGITIKKTGQALVFGIYEEPVTPGQCNMVVERLGDYLIDQGL, which amino acid positions are active epitope sites? The epitope positions are: [41, 42, 43, 44, 45, 46]. The amino acids at these positions are: PQFKPQ. (6) Given the antigen sequence: CLSPGSSCSPTSYNCCRSCNPYSRKC, which amino acid positions are active epitope sites? The epitope positions are: [10, 11, 12, 13, 14, 15, 16, 17, 18, 19]. The amino acids at these positions are: TSYNCCRSCN. (7) Given the antigen sequence: MSTNPKPQRKTKRNTNRRPQDVKFPGGGQIVGGVYLLPRRGPRLGVRATRKTSERSQPRGRRQPIPKARRPEGRTWAQPGYPWPLYGNEGCGWAGWLLSPRGSRPSWGPTDPRRRSRNLGKVIDTLTCGFADLMGYIPLVGAPLGGAARALAHGVRVLEDGVNYATGNLPGCSFSIFLLALLSCLTVPASAYQVRNSSGLYHVTNDCPNSSIVYEAADAILHTPGCVPCVREGNASRCWVAVTPTVATRDGKLPTTQLRRHIDLLVGSATLCSALYVGDLCGSVFLVGQLFTFSPRRHWTTQDCNCSIYPGHITGHRMAWDMMMNWSPTAALVVAQLLRIPQAIMDMIAGAHWGVLAGIAYFSMVGNWAKVLVVLLLFAGVDAETHVTGGSAGRTTAGLVGLLTPGAKQNIQLINTNGSWHINSTALNCNESLNTGWLAGLFYQHKFNSSGCPERLASCRRLTDFAQGWGPISYANGSGLDERPYCWHYPPRPCGIVPAK..., which amino acid positions are active epitope sites? The epitope positions are: [2313, 2314, 2315, 2316, 2317, 2318, 2319, 2320, 2321, 2322, 2323, 2324, 2325, 2326, 2327, 2328]. The amino acids at these positions are: CPLPPPRSPPVPPPRK. (8) Given the antigen sequence: RSAEKNEPEMAAKRESGEEFRMEKLNQLWEKAKRLHLSPVRLAELHSDLKIQERDELNWKKLKVEGLDGDGEKEAKLVHNLNVILARYGLDGRKDTQTVHSNALNEDTQDELGDPRLEKLWHKAKTSGISVRLTSCARVLHYKEKIHEYNVLLDTLSRAEEGYENLLSPSDMTHIKSDTLASKHSELKDRLRSINQGLDRLRKVSHQLRPATEFEEPRVIDLWDLAQSANFTEKELESFREELKHFEAKIEKHNHYQKQLEISHQKLKHVESIGDPEHISRNKEKYVLLEEKTKELGYKVKKHLQDLSSRVSRARHNEL, which amino acid positions are active epitope sites? The epitope positions are: [38, 39, 40, 41, 42, 43]. The amino acids at these positions are: PVRLAE. (9) The epitope positions are: [881, 882, 883, 884, 885, 886, 887, 888, 889, 890, 891, 892, 893, 894, 895]. The amino acids at these positions are: GFLCPEFPGSFRKKC. Given the antigen sequence: MGIWKWLVMASLVWPVLTLRNVYDMKIECPHTVSFGENSVIGYVELPPVPLADTAQMVPESSCNMDNHQSLNTITKYTQVSWRGKADQSQSSQNSFETVSTEVDLKGTCVLKHKMVEESYRSRKSVTCYDLSCNSTYCKPTLYMIVPIHACNMMKSCLIALGPYRVQVVYERSYCMTGVLIEGKCFVPDQSVVSIIKHGIFDIASVHIVCFFVAVKGNTYKIFEQVKKSFESTCNDTENKVQGYYICIVGGNSAPIYVPTLDDFRSMEAFTGIFRSPHGEDHDLAGEEIASYSIVGPANAKVPHSASSDTLSLIAYSGIPSYSSLSILTSSTEAKHVFSPGLFPKLNHTNCDKSAIPLIWTGMIDLPGYYEAVHPCTVFCVLSGPGASCEAFSEGGIFNITSPMCLVSKQNRFRLTEQQVNFVCQRVDMDIVVYCNGQRKVILTKTLVIGQCIYTITSLFSLLPGVAHSIAVELCVPGFHGWATAALLVTFCFGWVLIPA..., which amino acid positions are active epitope sites?